Regression. Given two drug SMILES strings and cell line genomic features, predict the synergy score measuring deviation from expected non-interaction effect. From a dataset of NCI-60 drug combinations with 297,098 pairs across 59 cell lines. Drug 1: C1CCC(C(C1)N)N.C(=O)(C(=O)[O-])[O-].[Pt+4]. Drug 2: N.N.Cl[Pt+2]Cl. Cell line: IGROV1. Synergy scores: CSS=68.8, Synergy_ZIP=-0.394, Synergy_Bliss=2.31, Synergy_Loewe=-1.39, Synergy_HSA=4.46.